This data is from NCI-60 drug combinations with 297,098 pairs across 59 cell lines. The task is: Regression. Given two drug SMILES strings and cell line genomic features, predict the synergy score measuring deviation from expected non-interaction effect. (1) Synergy scores: CSS=35.2, Synergy_ZIP=-13.2, Synergy_Bliss=-4.80, Synergy_Loewe=-6.17, Synergy_HSA=0.233. Drug 1: CC(CN1CC(=O)NC(=O)C1)N2CC(=O)NC(=O)C2. Cell line: MDA-MB-231. Drug 2: C1=NC2=C(N1)C(=S)N=C(N2)N. (2) Drug 1: CCCS(=O)(=O)NC1=C(C(=C(C=C1)F)C(=O)C2=CNC3=C2C=C(C=N3)C4=CC=C(C=C4)Cl)F. Synergy scores: CSS=3.07, Synergy_ZIP=4.81, Synergy_Bliss=1.69, Synergy_Loewe=0.497, Synergy_HSA=0.830. Cell line: SF-539. Drug 2: C1=NC(=NC(=O)N1C2C(C(C(O2)CO)O)O)N. (3) Drug 1: CC1CCC2CC(C(=CC=CC=CC(CC(C(=O)C(C(C(=CC(C(=O)CC(OC(=O)C3CCCCN3C(=O)C(=O)C1(O2)O)C(C)CC4CCC(C(C4)OC)OCCO)C)C)O)OC)C)C)C)OC. Drug 2: C1CC(=O)NC(=O)C1N2C(=O)C3=CC=CC=C3C2=O. Cell line: SK-OV-3. Synergy scores: CSS=16.3, Synergy_ZIP=1.25, Synergy_Bliss=-3.45, Synergy_Loewe=-66.3, Synergy_HSA=-1.79. (4) Synergy scores: CSS=-0.694, Synergy_ZIP=0.844, Synergy_Bliss=-1.08, Synergy_Loewe=-3.78, Synergy_HSA=-4.07. Cell line: 786-0. Drug 2: CN1C(=O)N2C=NC(=C2N=N1)C(=O)N. Drug 1: C1=CC(=CC=C1C#N)C(C2=CC=C(C=C2)C#N)N3C=NC=N3. (5) Drug 1: C1CCC(C1)C(CC#N)N2C=C(C=N2)C3=C4C=CNC4=NC=N3. Drug 2: CN(CCCl)CCCl.Cl. Cell line: DU-145. Synergy scores: CSS=12.5, Synergy_ZIP=-4.49, Synergy_Bliss=3.34, Synergy_Loewe=1.89, Synergy_HSA=3.17. (6) Drug 2: CC1=C(C(=CC=C1)Cl)NC(=O)C2=CN=C(S2)NC3=CC(=NC(=N3)C)N4CCN(CC4)CCO. Synergy scores: CSS=5.05, Synergy_ZIP=-0.731, Synergy_Bliss=4.14, Synergy_Loewe=0.710, Synergy_HSA=2.77. Drug 1: CC1=C2C(C(=O)C3(C(CC4C(C3C(C(C2(C)C)(CC1OC(=O)C(C(C5=CC=CC=C5)NC(=O)C6=CC=CC=C6)O)O)OC(=O)C7=CC=CC=C7)(CO4)OC(=O)C)O)C)OC(=O)C. Cell line: BT-549.